Predict the product of the given reaction. From a dataset of Forward reaction prediction with 1.9M reactions from USPTO patents (1976-2016). (1) Given the reactants [CH3:1][S:2][C:3]1[CH:4]=[C:5]([NH2:10])[C:6]([NH2:9])=[CH:7][CH:8]=1.[F:11][C:12]1[CH:17]=[CH:16][CH:15]=[CH:14][C:13]=1[C:18]1[CH:23]=[CH:22][C:21]([CH:24]=O)=[CH:20][CH:19]=1.C[Si](Cl)(C)C, predict the reaction product. The product is: [F:11][C:12]1[CH:17]=[CH:16][CH:15]=[CH:14][C:13]=1[C:18]1[CH:19]=[CH:20][C:21]([C:24]2[NH:10][C:5]3[CH:4]=[C:3]([S:2][CH3:1])[CH:8]=[CH:7][C:6]=3[N:9]=2)=[CH:22][CH:23]=1. (2) Given the reactants [Br:1][C:2]1[C:3]([CH:8]([F:10])[F:9])=[N:4][NH:5][C:6]=1[CH3:7].C(Cl)(Cl)Cl.O.C1(C)C=CC(S(O)(=O)=O)=CC=1.[O:27]1[CH:32]=[CH:31][CH2:30][CH2:29][CH2:28]1, predict the reaction product. The product is: [Br:1][C:2]1[C:3]([CH:8]([F:10])[F:9])=[N:4][N:5]([CH:28]2[CH2:29][CH2:30][CH2:31][CH2:32][O:27]2)[C:6]=1[CH3:7]. (3) The product is: [N:20]1[CH:19]=[CH:18][C:17]([CH2:16][C:15]([C:12]2[CH:11]=[CH:10][C:9]([CH2:34][O:35][Si:36]([CH:37]([CH3:39])[CH3:38])([CH:43]([CH3:45])[CH3:44])[CH:40]([CH3:42])[CH3:41])=[CH:14][CH:13]=2)=[O:23])=[CH:22][CH:21]=1. Given the reactants C(O[C:9]1[CH:14]=[CH:13][C:12]([C:15](=[O:23])[CH2:16][C:17]2[CH:22]=[CH:21][N:20]=[CH:19][CH:18]=2)=[CH:11][CH:10]=1)C1C=CC=CC=1.CON(C)C(=O)C1C=CC([CH2:34][O:35][Si:36]([CH:43]([CH3:45])[CH3:44])([CH:40]([CH3:42])[CH3:41])[CH:37]([CH3:39])[CH3:38])=CC=1, predict the reaction product. (4) Given the reactants [N+:1]([C:4]1[CH:5]=[C:6]([S:10](Cl)(=[O:12])=[O:11])[CH:7]=[CH:8][CH:9]=1)([O-:3])=[O:2].[NH2:14][C:15]1[CH:16]=[C:17]2[C:21](=[CH:22][CH:23]=1)[NH:20][N:19]=[C:18]2[C:24]1[CH:29]=[CH:28][CH:27]=[CH:26][CH:25]=1.N1C=CC=CC=1, predict the reaction product. The product is: [N+:1]([C:4]1[CH:5]=[C:6]([S:10]([NH:14][C:15]2[CH:16]=[C:17]3[C:21](=[CH:22][CH:23]=2)[NH:20][N:19]=[C:18]3[C:24]2[CH:29]=[CH:28][CH:27]=[CH:26][CH:25]=2)(=[O:12])=[O:11])[CH:7]=[CH:8][CH:9]=1)([O-:3])=[O:2].